From a dataset of Full USPTO retrosynthesis dataset with 1.9M reactions from patents (1976-2016). Predict the reactants needed to synthesize the given product. (1) Given the product [CH2:1]([O:3][C:4]([C:6]1[CH2:11][C@H:10]([N:12]=[N+:13]=[N-:14])[C@@H:9]([NH2:15])[C@H:8]([O:24][CH:25]([CH2:26][CH3:27])[CH2:28][CH3:29])[CH:7]=1)=[O:5])[CH3:2], predict the reactants needed to synthesize it. The reactants are: [CH2:1]([O:3][C:4]([C:6]1[CH2:11][C@H:10]([N:12]=[N+:13]=[N-:14])[C@@H:9]([NH:15]P(OCC)(OCC)=O)[C@H:8]([O:24][CH:25]([CH2:28][CH3:29])[CH2:26][CH3:27])[CH:7]=1)=[O:5])[CH3:2].CCO.S(=O)(=O)(O)O.[OH-].[NH4+]. (2) Given the product [CH3:15][O:14][C:5]1[CH:4]=[CH:3][C:2]([Br:1])=[CH:7][C:6]=1[CH:8]1[CH2:9][CH2:10][CH2:11][N:23]1[CH3:22], predict the reactants needed to synthesize it. The reactants are: [Br:1][C:2]1[CH:3]=[CH:4][C:5]([O:14][CH3:15])=[C:6]([C:8](=O)[CH2:9][CH2:10][CH2:11]Cl)[CH:7]=1.C(O)(=O)C.CN.[C:22]([BH3-])#[N:23].[Na+]. (3) Given the product [F:1][C:2]1[CH:3]=[C:4]([CH:5]=[CH:6][C:7]=1[N+:8]([O-:10])=[O:9])[O:11][Si:15]([CH:19]([CH3:21])[CH3:20])([CH:16]([CH3:18])[CH3:17])[CH:12]([CH3:14])[CH3:13], predict the reactants needed to synthesize it. The reactants are: [F:1][C:2]1[CH:3]=[C:4]([OH:11])[CH:5]=[CH:6][C:7]=1[N+:8]([O-:10])=[O:9].[CH:12]([Si:15](Cl)([CH:19]([CH3:21])[CH3:20])[CH:16]([CH3:18])[CH3:17])([CH3:14])[CH3:13].N1C=CN=C1.